Dataset: TCR-epitope binding with 47,182 pairs between 192 epitopes and 23,139 TCRs. Task: Binary Classification. Given a T-cell receptor sequence (or CDR3 region) and an epitope sequence, predict whether binding occurs between them. The epitope is LLWNGPMAV. The TCR CDR3 sequence is CASSEAGQAYEQYF. Result: 1 (the TCR binds to the epitope).